From a dataset of Catalyst prediction with 721,799 reactions and 888 catalyst types from USPTO. Predict which catalyst facilitates the given reaction. (1) Reactant: [H-].[H-].[H-].[H-].[Li+].[Al+3].[CH2:7]([N:14]([C@H:31]([C:33]1[CH:38]=[CH:37][CH:36]=[CH:35][CH:34]=1)[CH3:32])[C@@H:15]([C:24]1[CH:25]=[N:26][C:27]([CH3:30])=[CH:28][CH:29]=1)[CH2:16][C:17](OC(C)(C)C)=[O:18])[C:8]1[CH:13]=[CH:12][CH:11]=[CH:10][CH:9]=1. Product: [CH2:7]([N:14]([C@H:31]([C:33]1[CH:34]=[CH:35][CH:36]=[CH:37][CH:38]=1)[CH3:32])[C@@H:15]([C:24]1[CH:25]=[N:26][C:27]([CH3:30])=[CH:28][CH:29]=1)[CH2:16][CH2:17][OH:18])[C:8]1[CH:9]=[CH:10][CH:11]=[CH:12][CH:13]=1. The catalyst class is: 1. (2) Reactant: [CH2:1]([C:3]1[C:7]([S:8][C:9]2[CH:14]=[CH:13][C:12]([F:15])=[CH:11][CH:10]=2)=[C:6]([CH2:16][CH3:17])[N:5]([CH:18]([CH3:24])[C:19](OCC)=[O:20])[N:4]=1)[CH3:2].[NH3:25]. Product: [CH2:1]([C:3]1[C:7]([S:8][C:9]2[CH:14]=[CH:13][C:12]([F:15])=[CH:11][CH:10]=2)=[C:6]([CH2:16][CH3:17])[N:5]([CH:18]([CH3:24])[C:19]([NH2:25])=[O:20])[N:4]=1)[CH3:2]. The catalyst class is: 5.